The task is: Binary Classification. Given a T-cell receptor sequence (or CDR3 region) and an epitope sequence, predict whether binding occurs between them.. This data is from TCR-epitope binding with 47,182 pairs between 192 epitopes and 23,139 TCRs. (1) The epitope is FQPTNGVGY. The TCR CDR3 sequence is CASSYSPGLGGELFF. Result: 1 (the TCR binds to the epitope). (2) The epitope is YEGNSPFHPL. The TCR CDR3 sequence is CASSFGWGANTQYF. Result: 0 (the TCR does not bind to the epitope). (3) The TCR CDR3 sequence is CSALLFF. Result: 1 (the TCR binds to the epitope). The epitope is MPASWVMRI. (4) Result: 0 (the TCR does not bind to the epitope). The epitope is QVPLRPMTYK. The TCR CDR3 sequence is CASSLAAANTEAFF.